From a dataset of Full USPTO retrosynthesis dataset with 1.9M reactions from patents (1976-2016). Predict the reactants needed to synthesize the given product. (1) Given the product [C:16]1([C:2]2[CH:3]=[CH:4][CH:5]=[C:6]3[C:11]=2[N:10]=[CH:9][CH:8]=[CH:7]3)[CH:15]=[CH:26][CH:40]=[CH:39][CH:29]=1, predict the reactants needed to synthesize it. The reactants are: Br[C:2]1[CH:3]=[CH:4][CH:5]=[C:6]2[C:11]=1[N:10]=[CH:9][CH:8]=[CH:7]2.O.C1N(COCCO)[C:16]2NC(N)=N[C:26](=O)[C:15]=2N=1.[C:29]([O-])([O-])=O.[K+].[K+].O1[CH2:40][CH2:39]OCC1. (2) Given the product [CH3:1][O:2][C:3]1[CH:4]=[C:5]2[C:14](=[CH:15][CH:16]=1)[CH:13]([CH3:17])[CH:12]([C:29]1[CH:30]=[CH:31][C:32]([O:35][CH3:36])=[CH:33][CH:34]=1)[CH:11]1[CH:6]2[CH2:7][CH2:8][CH2:9][CH2:10]1, predict the reactants needed to synthesize it. The reactants are: [CH3:1][O:2][C:3]1[CH:4]=[C:5]2[C:14](=[CH:15][CH:16]=1)[CH:13]([CH2:17]OS(C1C=CC(C)=CC=1)(=O)=O)[CH:12]([C:29]1[CH:34]=[CH:33][C:32]([O:35][CH3:36])=[CH:31][CH:30]=1)[CH:11]1[CH:6]2[CH2:7][CH2:8][CH2:9][CH2:10]1.[H-].[Al+3].[Li+].[H-].[H-].[H-].O1CCCC1.[C@H](O)(C([O-])=O)[C@@H](O)C([O-])=O.[Na+].[K+]. (3) Given the product [Cl:8][C:9]1[CH:14]=[C:13]([F:15])[CH:12]=[CH:11][C:10]=1[S:16]([N:30]1[CH2:31][CH2:32][CH2:33][CH2:34][CH:29]1[CH2:28][CH2:27][NH:26][C:24]([C@@H:23]([NH:35][C:36]([C:38]1[S:39][C:40]2[CH:46]=[CH:45][CH:44]=[CH:43][C:41]=2[CH:42]=1)=[O:37])[CH2:22][CH:21]([CH3:20])[CH3:47])=[O:25])(=[O:18])=[O:17], predict the reactants needed to synthesize it. The reactants are: C(N(CC)CC)C.[Cl:8][C:9]1[CH:14]=[C:13]([F:15])[CH:12]=[CH:11][C:10]=1[S:16](Cl)(=[O:18])=[O:17].[CH3:20][CH:21]([CH3:47])[CH2:22][C@H:23]([NH:35][C:36]([C:38]1[S:39][C:40]2[CH:46]=[CH:45][CH:44]=[CH:43][C:41]=2[CH:42]=1)=[O:37])[C:24]([NH:26][CH2:27][CH2:28][CH:29]1[CH2:34][CH2:33][CH2:32][CH2:31][NH:30]1)=[O:25].